From a dataset of Forward reaction prediction with 1.9M reactions from USPTO patents (1976-2016). Predict the product of the given reaction. (1) Given the reactants [C:1]([C:5]1[CH:10]=[CH:9][C:8]([S:11](Cl)(=[O:13])=[O:12])=[CH:7][CH:6]=1)([CH3:4])([CH3:3])[CH3:2].[NH2:15][C:16]1[C:21]([O:22][C:23]2[CH:28]=[CH:27][CH:26]=[CH:25][C:24]=2[O:29][CH3:30])=[C:20]([O:31][CH3:32])[N:19]=[C:18]([C:33]2[N:38]=[CH:37][CH:36]=[CH:35][N:34]=2)[N:17]=1, predict the reaction product. The product is: [C:1]([C:5]1[CH:10]=[CH:9][C:8]([S:11]([NH:15][C:16]2[C:21]([O:22][C:23]3[CH:28]=[CH:27][CH:26]=[CH:25][C:24]=3[O:29][CH3:30])=[C:20]([O:31][CH3:32])[N:19]=[C:18]([C:33]3[N:38]=[CH:37][CH:36]=[CH:35][N:34]=3)[N:17]=2)(=[O:13])=[O:12])=[CH:7][CH:6]=1)([CH3:4])([CH3:3])[CH3:2]. (2) Given the reactants [F:1][C:2]1[CH:8]=[CH:7][C:5]([NH2:6])=[C:4]([CH3:9])[CH:3]=1.[F:10][C:11]1[N:26]=[CH:25][CH:24]=[CH:23][C:12]=1[C:13](NC1C=CC=CC=1C)=[O:14], predict the reaction product. The product is: [F:10][C:11]1[N:26]=[CH:25][CH:24]=[CH:23][C:12]=1[C:13]([NH:6][C:5]1[CH:7]=[CH:8][C:2]([F:1])=[CH:3][C:4]=1[CH3:9])=[O:14]. (3) Given the reactants Cl[C:2]1[N:3]=[C:4]([N:15]2[CH2:20][CH2:19][O:18][CH2:17][CH2:16]2)[C:5]2[S:10][C:9]([C:11]([OH:14])([CH3:13])[CH3:12])=[CH:8][C:6]=2[N:7]=1.[CH3:21][O:22][C:23]1[CH:24]=[N:25][CH:26]=[C:27](B2OC(C)(C)C(C)(C)O2)[CH:28]=1, predict the reaction product. The product is: [CH3:21][O:22][C:23]1[CH:28]=[C:27]([C:2]2[N:3]=[C:4]([N:15]3[CH2:20][CH2:19][O:18][CH2:17][CH2:16]3)[C:5]3[S:10][C:9]([C:11]([OH:14])([CH3:13])[CH3:12])=[CH:8][C:6]=3[N:7]=2)[CH:26]=[N:25][CH:24]=1. (4) Given the reactants CC1(C)[O:9][C:8](=[O:10])[C:5]2([CH2:7][CH2:6]2)[C:4](=[O:11])O1.[Cl:13][C:14]1[CH:20]=[CH:19][C:17]([NH2:18])=[CH:16][CH:15]=1, predict the reaction product. The product is: [Cl:13][C:14]1[CH:20]=[CH:19][C:17]([N:18]2[CH2:6][CH2:7][CH:5]([C:8]([OH:9])=[O:10])[C:4]2=[O:11])=[CH:16][CH:15]=1. (5) Given the reactants [CH3:1][C:2]1[CH:11]=[CH:10][C:9]2[C:4](=[CH:5][CH:6]=[C:7]3[O:15][CH2:14][C@H:13]([CH2:16]OS(C4C=CC(Br)=CC=4)(=O)=O)[O:12][C:8]3=2)[N:3]=1.[NH:28]1[CH2:31][CH:30]([CH2:32][C:33]2[C:41]3[C:36](=[CH:37][CH:38]=[CH:39][CH:40]=3)[NH:35][CH:34]=2)[CH2:29]1, predict the reaction product. The product is: [NH:35]1[C:36]2[C:41](=[CH:40][CH:39]=[CH:38][CH:37]=2)[C:33]([CH2:32][CH:30]2[CH2:29][N:28]([CH2:16][CH:13]3[O:12][C:8]4=[C:9]5[C:4](=[CH:5][CH:6]=[C:7]4[O:15][CH2:14]3)[N:3]=[C:2]([CH3:1])[CH:11]=[CH:10]5)[CH2:31]2)=[CH:34]1. (6) Given the reactants [F:1][C:2]1[CH:3]=[C:4]([NH:8][C:9]2[N:18]=[CH:17][CH:16]=[CH:15][C:10]=2[C:11]([O:13]C)=[O:12])[CH:5]=[CH:6][CH:7]=1.[OH-].[K+], predict the reaction product. The product is: [F:1][C:2]1[CH:3]=[C:4]([NH:8][C:9]2[N:18]=[CH:17][CH:16]=[CH:15][C:10]=2[C:11]([OH:13])=[O:12])[CH:5]=[CH:6][CH:7]=1. (7) Given the reactants F[C:2]1[CH:7]=[CH:6][C:5]([NH:8][C:9](=[O:11])[CH3:10])=[CH:4][C:3]=1[N+:12]([O-:14])=[O:13].[CH:15]1([NH2:19])[CH2:18][CH2:17][CH2:16]1.C(N(CC)CC)C, predict the reaction product. The product is: [CH:15]1([NH:19][C:2]2[CH:7]=[CH:6][C:5]([NH:8][C:9](=[O:11])[CH3:10])=[CH:4][C:3]=2[N+:12]([O-:14])=[O:13])[CH2:18][CH2:17][CH2:16]1. (8) Given the reactants [CH2:1]([N:8]([CH2:25][C:26]1[CH:31]=[CH:30][CH:29]=[CH:28][CH:27]=1)[C@@H:9]1CC[C@H](C(OCC2C=CC=CC=2)=O)[CH2:11][CH2:10]1)[C:2]1[CH:7]=[CH:6][CH:5]=[CH:4][CH:3]=1.[CH3:32][Mg]Br.[CH3:35][CH:36]1[CH2:40][CH2:39][CH2:38][O:37]1, predict the reaction product. The product is: [CH2:25]([N:8]([CH2:1][C:2]1[CH:3]=[CH:4][CH:5]=[CH:6][CH:7]=1)[C@@H:9]1[CH2:10][CH2:11][C@H:40]([C:36]([OH:37])([CH3:32])[CH3:35])[CH2:39][CH2:38]1)[C:26]1[CH:31]=[CH:30][CH:29]=[CH:28][CH:27]=1. (9) Given the reactants Br[C:2]1[O:10][C:9]2[CH:8]=[CH:7][N:6]([C:11]3[CH:23]=[CH:22][C:14]([O:15][CH2:16][C:17]4([C:20]#[N:21])[CH2:19][CH2:18]4)=[C:13]([O:24][CH3:25])[CH:12]=3)[C:5](=[O:26])[C:4]=2[CH:3]=1.[F:27][C:28]([F:40])([F:39])[O:29][C:30]1[CH:35]=[CH:34][C:33](B(O)O)=[CH:32][CH:31]=1.C(=O)([O-])[O-].[K+].[K+].COCCOC, predict the reaction product. The product is: [CH3:25][O:24][C:13]1[CH:12]=[C:11]([N:6]2[CH:7]=[CH:8][C:9]3[O:10][C:2]([C:33]4[CH:32]=[CH:31][C:30]([O:29][C:28]([F:27])([F:39])[F:40])=[CH:35][CH:34]=4)=[CH:3][C:4]=3[C:5]2=[O:26])[CH:23]=[CH:22][C:14]=1[O:15][CH2:16][C:17]1([C:20]#[N:21])[CH2:19][CH2:18]1.